The task is: Predict the reactants needed to synthesize the given product.. This data is from Full USPTO retrosynthesis dataset with 1.9M reactions from patents (1976-2016). (1) Given the product [C:1]([O:5][C:6]([N:7]([CH3:8])[CH2:9][CH2:10][C@H:11]1[CH2:12][CH2:13][C@H:14]([CH2:17][CH2:18][CH2:19][O:20][S:23]([CH3:22])(=[O:25])=[O:24])[CH2:15][CH2:16]1)=[O:21])([CH3:3])([CH3:2])[CH3:4], predict the reactants needed to synthesize it. The reactants are: [C:1]([O:5][C:6](=[O:21])[N:7]([CH2:9][CH2:10][C@H:11]1[CH2:16][CH2:15][C@H:14]([CH2:17][CH2:18][CH2:19][OH:20])[CH2:13][CH2:12]1)[CH3:8])([CH3:4])([CH3:3])[CH3:2].[CH3:22][S:23](Cl)(=[O:25])=[O:24].C(N(CC)CC)C. (2) Given the product [NH2:12][C:8]1[CH:7]=[C:6]2[C:11]([C:3]([C:1]#[N:2])=[CH:4][N:5]2[CH:15]2[CH2:18][CH2:17][CH2:16]2)=[CH:10][CH:9]=1, predict the reactants needed to synthesize it. The reactants are: [C:1]([C:3]1[C:11]2[C:6](=[CH:7][C:8]([N+:12]([O-])=O)=[CH:9][CH:10]=2)[NH:5][CH:4]=1)#[N:2].[CH:15]1(Br)[CH2:18][CH2:17][CH2:16]1.C([O-])([O-])=O.[Cs+].[Cs+]. (3) Given the product [C:26]([O:25][CH:19]([C:4]1[C:3]([CH3:30])=[C:2]([C:36]#[C:35][CH2:34][N:32]([CH3:33])[CH3:31])[C:11]2[C:6](=[CH:7][CH:8]=[CH:9][CH:10]=2)[C:5]=1[C:12]1[CH:17]=[CH:16][C:15]([Cl:18])=[CH:14][CH:13]=1)[C:20]([OH:22])=[O:21])([CH3:29])([CH3:27])[CH3:28], predict the reactants needed to synthesize it. The reactants are: Br[C:2]1[C:11]2[C:6](=[CH:7][CH:8]=[CH:9][CH:10]=2)[C:5]([C:12]2[CH:17]=[CH:16][C:15]([Cl:18])=[CH:14][CH:13]=2)=[C:4]([CH:19]([O:25][C:26]([CH3:29])([CH3:28])[CH3:27])[C:20]([O:22]CC)=[O:21])[C:3]=1[CH3:30].[CH3:31][N:32]([CH2:34][C:35]#[CH:36])[CH3:33].C1COCC1.CCO. (4) Given the product [Cl:20][C:5]1[C:6]([NH:8][C:9]2[CH:14]=[CH:13][CH:12]=[CH:11][C:10]=2[NH:15][C:16](=[O:19])[CH:17]=[CH2:18])=[N:7][C:2]([NH:21][C:22]2[CH:27]=[CH:26][C:25]([N:28]([CH2:32][CH3:33])[C:29](=[O:31])[CH3:30])=[CH:24][C:23]=2[C:34]([F:35])([F:36])[F:37])=[N:3][CH:4]=1, predict the reactants needed to synthesize it. The reactants are: Cl[C:2]1[N:7]=[C:6]([NH:8][C:9]2[CH:14]=[CH:13][CH:12]=[CH:11][C:10]=2[NH:15][C:16](=[O:19])[CH:17]=[CH2:18])[C:5]([Cl:20])=[CH:4][N:3]=1.[NH2:21][C:22]1[CH:27]=[CH:26][C:25]([N:28]([CH2:32][CH3:33])[C:29](=[O:31])[CH3:30])=[CH:24][C:23]=1[C:34]([F:37])([F:36])[F:35].C(=O)([O-])[O-].[Cs+].[Cs+].CC1(C)C2C(=C(P(C3C=CC=CC=3)C3C=CC=CC=3)C=CC=2)OC2C(P(C3C=CC=CC=3)C3C=CC=CC=3)=CC=CC1=2. (5) Given the product [Cl:33][C:20]1[C:21]([C:23]2[N:27]3[CH:28]=[CH:29][CH:30]=[C:31]([F:32])[C:26]3=[N:25][CH:24]=2)=[N:22][C:17]([NH:16][C:13]2[CH:14]=[CH:15][C:10]([N:3]3[CH2:4][CH:5]4[O:9][CH:1]([CH2:8][N:7]([CH2:37][CH2:38][CH2:39][OH:40])[CH2:6]4)[CH2:2]3)=[CH:11][C:12]=2[O:34][CH3:35])=[N:18][CH:19]=1, predict the reactants needed to synthesize it. The reactants are: [CH:1]12[O:9][CH:5]([CH2:6][NH:7][CH2:8]1)[CH2:4][N:3]([C:10]1[CH:15]=[CH:14][C:13]([NH:16][C:17]3[N:22]=[C:21]([C:23]4[N:27]5[CH:28]=[CH:29][CH:30]=[C:31]([F:32])[C:26]5=[N:25][CH:24]=4)[C:20]([Cl:33])=[CH:19][N:18]=3)=[C:12]([O:34][CH3:35])[CH:11]=1)[CH2:2]2.Br[CH2:37][CH2:38][CH2:39][OH:40].C(=O)([O-])[O-].[K+].[K+]. (6) Given the product [BrH:1].[BrH:1].[C:29]([S:30][CH2:2][C:3]1[C:12]2[C:7](=[CH:8][CH:9]=[CH:10][C:11]=2[CH2:13][S:30][C:29](=[NH:28])[NH2:31])[CH:6]=[CH:5][CH:4]=1)(=[NH:31])[NH2:28], predict the reactants needed to synthesize it. The reactants are: [Br:1][CH2:2][C:3]1[C:12]2[C:7](=[CH:8][CH:9]=[CH:10][C:11]=2[CH2:13]Br)[CH:6]=[CH:5][CH:4]=1.ClCC1C(C)=C(CCl)C(C)=CC=1C.[NH2:28][C:29]([NH2:31])=[S:30]. (7) The reactants are: [O:1]1[CH2:5][CH2:4][O:3][CH:2]1[CH2:6][N:7]1[CH2:12][CH2:11][CH:10]([CH2:13][CH2:14][C:15]2[C:19]3[CH:20]=[CH:21][C:22]([O:26][CH2:27][C:28]4[CH:33]=[CH:32][C:31]([F:34])=[CH:30][CH:29]=4)=[C:23]([CH2:24]O)[C:18]=3[O:17][N:16]=2)[CH2:9][CH2:8]1.C(N(CC)CC)C.CS(Cl)(=O)=O.[CH3:47][NH:48][CH2:49][C:50]1[CH:55]=[CH:54][C:53]([O:56][CH3:57])=[CH:52][C:51]=1[O:58][CH3:59]. Given the product [CH3:59][O:58][C:51]1[CH:52]=[C:53]([O:56][CH3:57])[CH:54]=[CH:55][C:50]=1[CH2:49][N:48]([CH2:24][C:23]1[C:18]2[O:17][N:16]=[C:15]([CH2:14][CH2:13][CH:10]3[CH2:9][CH2:8][N:7]([CH2:6][CH:2]4[O:3][CH2:4][CH2:5][O:1]4)[CH2:12][CH2:11]3)[C:19]=2[CH:20]=[CH:21][C:22]=1[O:26][CH2:27][C:28]1[CH:33]=[CH:32][C:31]([F:34])=[CH:30][CH:29]=1)[CH3:47], predict the reactants needed to synthesize it. (8) Given the product [CH3:19][N:18]([CH3:20])[C:10]1[C:11]2[O:12][CH2:13][CH2:14][N:15]([C:32]([NH:46][C:43]3[CH:44]=[CH:45][N:40]=[CH:41][CH:42]=3)=[O:38])[C:16]=2[N:17]=[C:8]([C:4]2[CH:5]=[CH:6][CH:7]=[C:2]([F:1])[CH:3]=2)[N:9]=1, predict the reactants needed to synthesize it. The reactants are: [F:1][C:2]1[CH:3]=[C:4]([C:8]2[N:9]=[C:10]([N:18]([CH3:20])[CH3:19])[C:11]3[O:12][CH2:13][CH2:14][NH:15][C:16]=3[N:17]=2)[CH:5]=[CH:6][CH:7]=1.C(N(CC)CC)C.ClC(Cl)(O[C:32](=[O:38])OC(Cl)(Cl)Cl)Cl.[N:40]1[CH:45]=[CH:44][C:43]([NH2:46])=[CH:42][CH:41]=1. (9) Given the product [CH:1]1([NH:7][C:8](=[O:26])[C:9]([S:12][C:13]2[CH:14]=[CH:15][C:16]([O:17][CH2:18][C:19]([OH:21])=[O:20])=[CH:24][CH:25]=2)([CH3:11])[CH3:10])[CH2:2][CH2:3][CH2:4][CH2:5][CH2:6]1, predict the reactants needed to synthesize it. The reactants are: [CH:1]1([NH:7][C:8](=[O:26])[C:9]([S:12][C:13]2[CH:25]=[CH:24][C:16]([O:17][CH2:18][C:19]([O:21]CC)=[O:20])=[CH:15][CH:14]=2)([CH3:11])[CH3:10])[CH2:6][CH2:5][CH2:4][CH2:3][CH2:2]1.[Li+].[OH-].O.